This data is from Forward reaction prediction with 1.9M reactions from USPTO patents (1976-2016). The task is: Predict the product of the given reaction. (1) Given the reactants C([O:3][C:4](=[O:38])[CH2:5][O:6][C:7]1[CH:12]=[C:11]([CH3:13])[C:10]([C:14]2[CH:19]=[CH:18][CH:17]=[C:16]([CH2:20][O:21][C:22]3[CH:27]=[CH:26][C:25]([CH2:28][N:29]4[C:33](=[O:34])[NH:32][C:31](=[O:35])[O:30]4)=[CH:24][CH:23]=3)[C:15]=2[CH3:36])=[C:9]([CH3:37])[CH:8]=1)C.[OH-].[Na+], predict the reaction product. The product is: [O:34]=[C:33]1[NH:32][C:31](=[O:35])[O:30][N:29]1[CH2:28][C:25]1[CH:24]=[CH:23][C:22]([O:21][CH2:20][C:16]2[C:15]([CH3:36])=[C:14]([C:10]3[C:11]([CH3:13])=[CH:12][C:7]([O:6][CH2:5][C:4]([OH:38])=[O:3])=[CH:8][C:9]=3[CH3:37])[CH:19]=[CH:18][CH:17]=2)=[CH:27][CH:26]=1. (2) Given the reactants [CH2:1]([N:4]([CH2:8][CH2:9][CH3:10])[CH2:5][CH2:6][NH2:7])[CH2:2][CH3:3].Cl[C:12]1[N:13]=[N+:14]([O-:23])[C:15]2[C:21]([CH3:22])=[CH:20][CH:19]=[CH:18][C:16]=2[N:17]=1, predict the reaction product. The product is: [CH3:22][C:21]1[C:15]2[N+:14]([O-:23])=[N:13][C:12]([NH:7][CH2:6][CH2:5][N:4]([CH2:8][CH2:9][CH3:10])[CH2:1][CH2:2][CH3:3])=[N:17][C:16]=2[CH:18]=[CH:19][CH:20]=1. (3) Given the reactants [CH2:1]([C:4]1[C:12]2[O:11][N:10]=[C:9]([C:13]([F:16])([F:15])[F:14])[C:8]=2[CH:7]=CC=1OCCCNCC)[CH2:2][CH3:3].[N:24]([CH2:27][CH2:28][C:29]([O:31][CH2:32][CH3:33])=O)=[C:25]=[O:26].[N:34]1C=CC=CC=1, predict the reaction product. The product is: [CH2:1]([C:4]1[C:12]2[O:11][N:10]=[C:9]([C:13]([F:15])([F:14])[F:16])[C:8]=2[CH:7]=[CH:33][C:32]=1[O:31][CH2:29][CH2:28][CH2:27][NH:24][C:25](=[O:26])[NH2:34])[CH2:2][CH3:3]. (4) The product is: [C:1]([O:5][C:6](=[O:18])[NH:7][CH2:8][CH:9]1[CH2:14][CH2:13][CH2:12][CH:11]([C:15](=[O:17])[NH:16][C:34]2[CH:33]=[CH:32][CH:31]=[C:30]3[C:35]=2[N:36]=[C:27]([O:26][CH3:25])[CH:28]=[N:29]3)[CH2:10]1)([CH3:4])([CH3:2])[CH3:3]. Given the reactants [C:1]([O:5][C:6](=[O:18])[NH:7][CH2:8][CH:9]1[CH2:14][CH2:13][CH2:12][CH:11]([C:15](=[O:17])[NH2:16])[CH2:10]1)([CH3:4])([CH3:3])[CH3:2].C(=O)([O-])[O-].[Cs+].[Cs+].[CH3:25][O:26][C:27]1[CH:28]=[N:29][C:30]2[C:35]([N:36]=1)=[C:34](OS(C(F)(F)F)(=O)=O)[CH:33]=[CH:32][CH:31]=2, predict the reaction product. (5) Given the reactants [F:1][C:2]1[CH:3]=[C:4]([OH:9])[CH:5]=[C:6]([F:8])[CH:7]=1.N1C=CN=C1.[CH3:15][C:16]([Si:19](Cl)([CH3:21])[CH3:20])([CH3:18])[CH3:17], predict the reaction product. The product is: [C:16]([Si:19]([O:9][C:4]1[CH:3]=[C:2]([F:1])[CH:7]=[C:6]([F:8])[CH:5]=1)([CH3:21])[CH3:20])([CH3:18])([CH3:17])[CH3:15]. (6) Given the reactants [Cl:1][C:2]1[C:3]([CH3:35])=[N:4][O:5][C:6]=1[N:7](COCCOC)[S:8]([C:11]1[C:19]2[C:14](=[N:15][CH:16]=[CH:17][CH:18]=2)[S:13][C:12]=1[CH2:20][C:21]1[CH:26]=[CH:25][C:24]([CH3:27])=[CH:23][C:22]=1[CH3:28])(=[O:10])=[O:9].Cl, predict the reaction product. The product is: [Cl:1][C:2]1[C:3]([CH3:35])=[N:4][O:5][C:6]=1[NH:7][S:8]([C:11]1[C:19]2[C:14](=[N:15][CH:16]=[CH:17][CH:18]=2)[S:13][C:12]=1[CH2:20][C:21]1[CH:26]=[CH:25][C:24]([CH3:27])=[CH:23][C:22]=1[CH3:28])(=[O:9])=[O:10].